This data is from Blood-brain barrier permeability classification from the B3DB database. The task is: Regression/Classification. Given a drug SMILES string, predict its absorption, distribution, metabolism, or excretion properties. Task type varies by dataset: regression for continuous measurements (e.g., permeability, clearance, half-life) or binary classification for categorical outcomes (e.g., BBB penetration, CYP inhibition). Dataset: b3db_classification. (1) The molecule is CN1CCCN=C1C=Cc1cccs1. The result is 0 (does not penetrate BBB). (2) The molecule is C=CCN1CCC23c4c5ccc(OC(C)=O)c4OC2C(OC(C)=O)C=CC3C1C5. The result is 1 (penetrates BBB).